Binary Classification. Given a drug SMILES string, predict its activity (active/inactive) in a high-throughput screening assay against a specified biological target. From a dataset of HIV replication inhibition screening data with 41,000+ compounds from the AIDS Antiviral Screen. (1) The compound is O=C(O)CCCCCCCCCCCc1ccccc1. The result is 0 (inactive). (2) The compound is NC1=C(c2nc(-c3ccccc3)cs2)C(c2ccc(Br)cc2)c2c(c3ccccc3oc2=O)O1. The result is 0 (inactive). (3) The molecule is COC(=O)c1ccccc1CC1Cc2cccc(C)c2C1=O. The result is 0 (inactive).